Predict the reaction yield, written as a fraction of the theoretical maximum amount of product (1.0 means a 100% yield; for example, 0.34 means a 34% yield). From a dataset of Reaction yield outcomes from USPTO patents with 853,638 reactions. (1) The reactants are [Cl:1][C:2]1[CH:3]=[C:4]([N:17]2[C:22](=[O:23])[NH:21][C:20](=[O:24])[CH:19]=[N:18]2)[CH:5]=[CH:6][C:7]=1[C:8](=O)[C:9]1[CH:14]=[CH:13][C:12]([Cl:15])=[CH:11][CH:10]=1.O.[CH:26]([NH2:28])=[O:27]. The catalyst is C(O)=O. The product is [Cl:1][C:2]1[CH:3]=[C:4]([N:17]2[C:22](=[O:23])[NH:21][C:20](=[O:24])[CH:19]=[N:18]2)[CH:5]=[CH:6][C:7]=1[CH:8]([C:9]1[CH:14]=[CH:13][C:12]([Cl:15])=[CH:11][CH:10]=1)[NH:28][CH:26]=[O:27]. The yield is 0.225. (2) The reactants are [Br:1][C:2]1[CH:3]=[C:4]([N+:8]([O-:10])=[O:9])[CH:5]=[CH:6][CH:7]=1.CO[NH3+:13].[Cl-].CC(C)([O-])C.[K+]. The catalyst is CN(C=O)C.[Cu]Cl. The product is [NH2:13][C:3]1[C:2]([Br:1])=[CH:7][CH:6]=[CH:5][C:4]=1[N+:8]([O-:10])=[O:9]. The yield is 0.0600. (3) The reactants are [Cl:1][C:2]1[CH:10]=[CH:9][CH:8]=[C:7]2[C:3]=1[C:4]1([C:25]3=[CH:26][C:27]4[O:31][CH2:30][O:29][C:28]=4[CH:32]=[C:24]3[O:23][CH2:22]1)[C:5](=[O:21])[N:6]2[CH2:11][C:12](=[N:14][O:15][C:16]([CH:18]1[CH2:20][CH2:19]1)=O)[NH2:13]. The catalyst is N1C=CC=CC=1. The product is [Cl:1][C:2]1[CH:10]=[CH:9][CH:8]=[C:7]2[C:3]=1[C:4]1([C:25]3=[CH:26][C:27]4[O:31][CH2:30][O:29][C:28]=4[CH:32]=[C:24]3[O:23][CH2:22]1)[C:5](=[O:21])[N:6]2[CH2:11][C:12]1[N:13]=[C:16]([CH:18]2[CH2:19][CH2:20]2)[O:15][N:14]=1. The yield is 0.160. (4) The reactants are [CH3:1][O:2][C:3]1[C:4]([N+:11]([O-])=O)=[C:5]([CH:8]=[CH:9][CH:10]=1)[CH:6]=[O:7].Cl. The catalyst is C(O)C.C(O)(=O)C.O.[Fe]. The product is [CH3:1][O:2][C:3]1[C:4]([NH2:11])=[C:5]([CH:8]=[CH:9][CH:10]=1)[CH:6]=[O:7]. The yield is 1.00. (5) The reactants are [Cl:1][C:2]1[CH:3]=[C:4]2[C:9](=[CH:10][C:11]=1[O:12][C:13]1[CH:21]=[CH:20][C:16]([C:17](O)=[O:18])=[CH:15][CH:14]=1)[O:8][CH2:7][CH2:6][CH:5]2[C:22]([O:24][CH2:25][CH3:26])=[O:23].C(Cl)(=O)C(Cl)=O.[NH2:33][CH2:34][CH2:35][C:36]1[C:37]([N:45]([CH3:47])[CH3:46])=[N:38][C:39]([CH:42]2[CH2:44][CH2:43]2)=[CH:40][CH:41]=1.C(N(C(C)C)CC)(C)C. The catalyst is ClCCl.CN(C)C=O. The product is [Cl:1][C:2]1[CH:3]=[C:4]2[C:9](=[CH:10][C:11]=1[O:12][C:13]1[CH:21]=[CH:20][C:16]([C:17](=[O:18])[NH:33][CH2:34][CH2:35][C:36]3[C:37]([N:45]([CH3:46])[CH3:47])=[N:38][C:39]([CH:42]4[CH2:43][CH2:44]4)=[CH:40][CH:41]=3)=[CH:15][CH:14]=1)[O:8][CH2:7][CH2:6][CH:5]2[C:22]([O:24][CH2:25][CH3:26])=[O:23]. The yield is 0.257. (6) The product is [Cl:1][C:2]1[C:7]([F:8])=[CH:6][CH:5]=[C:4]([Cl:9])[C:3]=1[CH:10]([O:12][C:13]1[C:14]([NH2:30])=[N:15][CH:16]=[C:17]([C:19]2[CH:20]=[N:21][N:22]([CH:24]3[CH2:29][CH2:28][N:27]([CH2:31][CH3:32])[CH2:26][CH2:25]3)[CH:23]=2)[CH:18]=1)[CH3:11]. The yield is 0.732. The catalyst is CN(C=O)C. The reactants are [Cl:1][C:2]1[C:7]([F:8])=[CH:6][CH:5]=[C:4]([Cl:9])[C:3]=1[CH:10]([O:12][C:13]1[C:14]([NH2:30])=[N:15][CH:16]=[C:17]([C:19]2[CH:20]=[N:21][N:22]([CH:24]3[CH2:29][CH2:28][NH:27][CH2:26][CH2:25]3)[CH:23]=2)[CH:18]=1)[CH3:11].[CH3:31][CH2:32]N(CC)CC.C(I)C.